This data is from HIV replication inhibition screening data with 41,000+ compounds from the AIDS Antiviral Screen. The task is: Binary Classification. Given a drug SMILES string, predict its activity (active/inactive) in a high-throughput screening assay against a specified biological target. The compound is COc1ccc2nc3ccc(OC)cc3c(SCCO)c2c1. The result is 0 (inactive).